This data is from Full USPTO retrosynthesis dataset with 1.9M reactions from patents (1976-2016). The task is: Predict the reactants needed to synthesize the given product. Given the product [Br:22][CH2:23][C:24]([N:3]1[CH2:7][C@H:6]([O:8][Si:9]([CH3:10])([CH3:11])[CH3:12])[CH2:5][C@H:4]1[C:13]([O:15][Si:16]([CH3:17])([CH3:18])[CH3:19])=[O:14])=[O:25], predict the reactants needed to synthesize it. The reactants are: C[Si](C)(C)[N:3]1[CH2:7][C@H:6]([O:8][Si:9]([CH3:12])([CH3:11])[CH3:10])[CH2:5][C@H:4]1[C:13]([O:15][Si:16]([CH3:19])([CH3:18])[CH3:17])=[O:14].[Br:22][CH2:23][C:24](F)=[O:25].[Si](F)(C)(C)C.